This data is from Full USPTO retrosynthesis dataset with 1.9M reactions from patents (1976-2016). The task is: Predict the reactants needed to synthesize the given product. (1) Given the product [Cl:1][C:2]1[CH:7]=[CH:6][C:5]([S:8]([N:11]([CH2:28][C:29]2[CH:36]=[CH:35][C:32]([C:33]#[N:34])=[CH:31][CH:30]=2)[C@@H:12]2[CH2:18][CH2:17][CH2:16][CH2:15][CH2:14][C@H:13]2[CH2:19][OH:20])(=[O:9])=[O:10])=[CH:4][CH:3]=1, predict the reactants needed to synthesize it. The reactants are: [Cl:1][C:2]1[CH:7]=[CH:6][C:5]([S:8]([NH:11][C@@H:12]2[CH2:18][CH2:17][CH2:16][CH2:15][CH2:14][C@H:13]2[CH2:19][OH:20])(=[O:10])=[O:9])=[CH:4][CH:3]=1.C(=O)([O-])[O-].[Cs+].[Cs+].Br[CH2:28][C:29]1[CH:36]=[CH:35][C:32]([C:33]#[N:34])=[CH:31][CH:30]=1. (2) Given the product [CH3:30][S:31](=[O:32])([C:34]1[CH:39]=[CH:38][CH:37]=[CH:36][CH:35]=1)=[N:33][C:14](=[O:16])[C:13]1[CH:17]=[C:9]([C:8]#[C:7][C:1]2[CH:2]=[CH:3][CH:4]=[CH:5][CH:6]=2)[CH:10]=[N:11][CH:12]=1, predict the reactants needed to synthesize it. The reactants are: [C:1]1([C:7]#[C:8][C:9]2[CH:10]=[N:11][CH:12]=[C:13]([CH:17]=2)[C:14]([OH:16])=O)[CH:6]=[CH:5][CH:4]=[CH:3][CH:2]=1.C(N1C=CN=C1)(N1C=CN=C1)=O.[CH3:30][S@:31]([C:34]1[CH:39]=[CH:38][CH:37]=[CH:36][CH:35]=1)(=[NH:33])=[O:32]. (3) Given the product [ClH:17].[CH3:5][N:6]([CH3:13])[CH2:7][CH:8]=[CH:9][C:10]([Cl:4])=[O:11], predict the reactants needed to synthesize it. The reactants are: C(#N)C.[ClH:4].[CH3:5][N:6]([CH3:13])[CH2:7]/[CH:8]=[CH:9]/[C:10](O)=[O:11].C(Cl)(=O)C([Cl:17])=O.C(OC)(=O)C(OC)=O. (4) Given the product [F:1][CH:2]([F:18])[C:3]1[N:21]2[N:22]=[CH:23][C:24]([C:25]3[CH:30]=[CH:29][N:28]=[C:27]([CH3:31])[CH:26]=3)=[C:20]2[N:19]=[C:5]([C:7]2[CH:12]=[CH:11][C:10]([C:13]([F:16])([F:15])[F:14])=[CH:9][CH:8]=2)[CH:4]=1, predict the reactants needed to synthesize it. The reactants are: [F:1][CH:2]([F:18])[C:3](=O)[CH2:4][C:5]([C:7]1[CH:12]=[CH:11][C:10]([C:13]([F:16])([F:15])[F:14])=[CH:9][CH:8]=1)=O.[NH2:19][C:20]1[C:24]([C:25]2[CH:30]=[CH:29][N:28]=[C:27]([CH3:31])[CH:26]=2)=[CH:23][NH:22][N:21]=1. (5) Given the product [Br:1][C:2]1[N:7]=[C:6]([C@:8]2([CH3:16])[C:9]([F:14])([F:15])[C:10]([CH3:11])([CH3:12])[O:13][C:26]([NH2:25])=[N:17]2)[C:5]([F:24])=[CH:4][CH:3]=1, predict the reactants needed to synthesize it. The reactants are: [Br:1][C:2]1[N:7]=[C:6]([C@:8]([NH:17][S@@](C(C)(C)C)=O)([CH3:16])[C:9]([F:15])([F:14])[C:10]([OH:13])([CH3:12])[CH3:11])[C:5]([F:24])=[CH:4][CH:3]=1.[N:25]#[C:26]Br. (6) Given the product [C:4]([CH2:6][CH2:7][C:8]1[C:9]([CH2:23][CH2:24][CH2:25][CH2:26][CH2:27][CH2:28][O:29][C:30]2[CH:35]=[C:34]([C:36]3[CH:41]=[CH:40][CH:39]=[C:38]([F:42])[CH:37]=3)[CH:33]=[C:32]([C:43](=[O:45])[N:47]([CH3:48])[CH3:46])[CH:31]=2)=[CH:10][CH:11]=[CH:12][C:13]=1[O:14][CH2:15][CH2:16][CH2:17][C:18]([OH:20])=[O:19])([OH:3])=[O:5], predict the reactants needed to synthesize it. The reactants are: C([O:3][C:4]([CH2:6][CH2:7][C:8]1[C:13]([O:14][CH2:15][CH2:16][CH2:17][C:18]([O:20]CC)=[O:19])=[CH:12][CH:11]=[CH:10][C:9]=1[CH2:23][CH2:24][CH2:25][CH2:26][CH2:27][CH2:28][O:29][C:30]1[CH:31]=[C:32]([C:43]([OH:45])=O)[CH:33]=[C:34]([C:36]2[CH:41]=[CH:40][CH:39]=[C:38]([F:42])[CH:37]=2)[CH:35]=1)=[O:5])C.[CH3:46][NH:47][CH3:48]. (7) Given the product [F:1][C:2]1[CH:7]=[CH:6][CH:5]=[CH:4][C:3]=1[N:8]1[C:16]2[C:11](=[C:12]([N:17]3[CH2:21][CH2:20][N:19]([C:31]([O:33][CH:34]([CH3:36])[CH3:35])=[O:32])[C:18]3=[O:22])[CH:13]=[CH:14][CH:15]=2)[CH:10]=[N:9]1, predict the reactants needed to synthesize it. The reactants are: [F:1][C:2]1[CH:7]=[CH:6][CH:5]=[CH:4][C:3]=1[N:8]1[C:16]2[C:11](=[C:12]([N:17]3[CH2:21][CH2:20][NH:19][C:18]3=[O:22])[CH:13]=[CH:14][CH:15]=2)[CH:10]=[N:9]1.C(N(CC)CC)C.Cl[C:31]([O:33][CH:34]([CH3:36])[CH3:35])=[O:32]. (8) The reactants are: [Cl:1][C:2]1[S:3][C:4]([S:15]([CH3:18])(=[O:17])=[O:16])=[C:5]2[C:10]3[N:11]=[C:12]([NH2:14])[S:13][C:9]=3[CH2:8][CH2:7][C:6]=12.[Cl:19][C:20]1[CH:25]=[C:24]([Cl:26])[CH:23]=[C:22]([CH3:27])[C:21]=1[S:28](Cl)(=[O:30])=[O:29]. Given the product [Cl:19][C:20]1[CH:25]=[C:24]([Cl:26])[CH:23]=[C:22]([CH3:27])[C:21]=1[S:28]([NH:14][C:12]1[S:13][C:9]2[CH2:8][CH2:7][C:6]3=[C:2]([Cl:1])[S:3][C:4]([S:15]([CH3:18])(=[O:17])=[O:16])=[C:5]3[C:10]=2[N:11]=1)(=[O:30])=[O:29], predict the reactants needed to synthesize it. (9) Given the product [F:18][C:19]1[CH:24]=[CH:23][CH:22]=[CH:21][C:20]=1[C:25]1[CH:30]=[CH:29][N:28]=[C:27]([N:31]2[CH2:32][CH2:33][N:34]([C:8]([NH:7][C:3]3[N:2]=[N:1][CH:6]=[CH:5][CH:4]=3)=[O:15])[CH2:35][CH2:36]2)[N:26]=1, predict the reactants needed to synthesize it. The reactants are: [N:1]1[CH:6]=[CH:5][CH:4]=[C:3]([NH:7][C:8](=[O:15])OCC(Cl)(Cl)Cl)[N:2]=1.Cl.Cl.[F:18][C:19]1[CH:24]=[CH:23][CH:22]=[CH:21][C:20]=1[C:25]1[CH:30]=[CH:29][N:28]=[C:27]([N:31]2[CH2:36][CH2:35][NH:34][CH2:33][CH2:32]2)[N:26]=1.